From a dataset of Full USPTO retrosynthesis dataset with 1.9M reactions from patents (1976-2016). Predict the reactants needed to synthesize the given product. (1) Given the product [Cl:27][C:13]1[N:14]=[C:9]([C:3]2[CH:4]=[CH:5][C:6]([Cl:8])=[CH:7][C:2]=2[Cl:1])[C:10]([C:18]2[CH:23]=[CH:22][C:21]([CH3:24])=[CH:20][CH:19]=2)=[CH:11][C:12]=1[C:16]#[N:17], predict the reactants needed to synthesize it. The reactants are: [Cl:1][C:2]1[CH:7]=[C:6]([Cl:8])[CH:5]=[CH:4][C:3]=1[C:9]1[NH:14][C:13](=O)[C:12]([C:16]#[N:17])=[CH:11][C:10]=1[C:18]1[CH:23]=[CH:22][C:21]([CH3:24])=[CH:20][CH:19]=1.P(Cl)(Cl)([Cl:27])=O. (2) Given the product [ClH:34].[OH:5][CH2:4][CH:3]([N:6]1[CH2:15][CH2:14][C:13]2[C:8](=[CH:9][CH:10]=[C:11]([C:17]3[N:21]=[C:20]([C:22]4[CH:23]=[CH:24][C:25]([O:30][CH:31]([CH3:33])[CH3:32])=[C:26]([CH:29]=4)[C:27]#[N:28])[O:19][N:18]=3)[C:12]=2[CH3:16])[CH2:7]1)[CH2:2][OH:1], predict the reactants needed to synthesize it. The reactants are: [OH:1][CH2:2][CH:3]([N:6]1[CH2:15][CH2:14][C:13]2[C:8](=[CH:9][CH:10]=[C:11]([C:17]3[N:21]=[C:20]([C:22]4[CH:23]=[CH:24][C:25]([O:30][CH:31]([CH3:33])[CH3:32])=[C:26]([CH:29]=4)[C:27]#[N:28])[O:19][N:18]=3)[C:12]=2[CH3:16])[CH2:7]1)[CH2:4][OH:5].[ClH:34].CCOCC.